Dataset: TCR-epitope binding with 47,182 pairs between 192 epitopes and 23,139 TCRs. Task: Binary Classification. Given a T-cell receptor sequence (or CDR3 region) and an epitope sequence, predict whether binding occurs between them. (1) The epitope is PROT_97E67BCC. The TCR CDR3 sequence is CASRRLAGFMADTQYF. Result: 1 (the TCR binds to the epitope). (2) The epitope is VSFIEFVGW. The TCR CDR3 sequence is CASSPGTGKGQPQHF. Result: 0 (the TCR does not bind to the epitope). (3) The epitope is KLMNIQQKL. The TCR CDR3 sequence is CASSPPGYEQYF. Result: 0 (the TCR does not bind to the epitope).